This data is from Reaction yield outcomes from USPTO patents with 853,638 reactions. The task is: Predict the reaction yield, written as a fraction of the theoretical maximum amount of product (1.0 means a 100% yield; for example, 0.34 means a 34% yield). (1) The reactants are [C:1]([O:5][C:6]([CH2:8][C:9]1[C:10]([CH3:29])=[N:11][C:12]2[N:13]([CH:23]=[C:24](C(O)=O)[N:25]=2)[C:14]=1[C:15]1[CH:20]=[CH:19][C:18]([Cl:21])=[CH:17][C:16]=1[Cl:22])=[O:7])([CH3:4])([CH3:3])[CH3:2].C1C=CC(P(N=[N+]=[N-])(C2C=CC=CC=2)=[O:37])=CC=1.[C:47]1([CH2:53][OH:54])[CH:52]=[CH:51][CH:50]=[CH:49][CH:48]=1.CC[N:57]([CH2:60]C)CC. The catalyst is C1(C)C=CC=CC=1. The product is [C:1]([O:5][C:6]([CH2:8][C:9]1[C:10]([CH3:29])=[N:11][C:12]2[N:13]([CH:23]=[C:24]([NH:57][C:60]([O:54][CH2:53][C:47]3[CH:52]=[CH:51][CH:50]=[CH:49][CH:48]=3)=[O:37])[N:25]=2)[C:14]=1[C:15]1[CH:20]=[CH:19][C:18]([Cl:21])=[CH:17][C:16]=1[Cl:22])=[O:7])([CH3:4])([CH3:2])[CH3:3]. The yield is 0.320. (2) The reactants are C(O[C:4]([CH:6]([C:8]1[NH:9][C:10]2[CH2:15][CH2:14][N:13]([C:16]([O:18][CH2:19][C:20]3[CH:25]=[CH:24][CH:23]=[CH:22][CH:21]=3)=[O:17])[CH2:12][C:11]=2[N:26]=1)C)=O)C.[NH2:27][C:28]1[CH:36]=[CH:35][C:31]([C:32]([OH:34])=[O:33])=[CH:30][C:29]=1[NH:37][CH3:38].[CH3:39]N1C(=O)N(C)CCC1.C1C=CC=CC=1. The catalyst is CCOCC. The product is [CH2:19]([O:18][C:16]([N:13]1[CH2:14][CH2:15][C:10]2[NH:9][C:8]([CH:6]([C:38]3[N:37]([CH3:39])[C:29]4[CH:30]=[C:31]([C:32]([OH:34])=[O:33])[CH:35]=[CH:36][C:28]=4[N:27]=3)[CH3:4])=[N:26][C:11]=2[CH2:12]1)=[O:17])[C:20]1[CH:21]=[CH:22][CH:23]=[CH:24][CH:25]=1. The yield is 0.580. (3) The reactants are C[O:2][C:3]([C:5]1[CH:6]=[C:7]([N:26]2[CH2:31][CH2:30][CH:29]([NH:32][C:33]([O:35][C:36]([CH3:39])([CH3:38])[CH3:37])=[O:34])[CH2:28][CH2:27]2)[CH:8]=[N:9][C:10]=1[O:11][C:12]1[CH:17]=[CH:16][C:15]([O:18][C:19]2[CH:24]=[CH:23][CH:22]=[C:21]([F:25])[CH:20]=2)=[CH:14][CH:13]=1)=O.[NH3:40]. No catalyst specified. The product is [C:36]([O:35][C:33](=[O:34])[NH:32][CH:29]1[CH2:30][CH2:31][N:26]([C:7]2[CH:8]=[N:9][C:10]([O:11][C:12]3[CH:13]=[CH:14][C:15]([O:18][C:19]4[CH:24]=[CH:23][CH:22]=[C:21]([F:25])[CH:20]=4)=[CH:16][CH:17]=3)=[C:5]([C:3](=[O:2])[NH2:40])[CH:6]=2)[CH2:27][CH2:28]1)([CH3:38])([CH3:37])[CH3:39]. The yield is 0.964. (4) The reactants are [Cl:1][C:2]1[CH:7]=[CH:6][CH:5]=[C:4]([Cl:8])[C:3]=1[CH3:9].[Br:10]Br. The catalyst is C(Cl)(Cl)(Cl)Cl.[Fe].II. The product is [Br:10][C:5]1[CH:6]=[CH:7][C:2]([Cl:1])=[C:3]([CH3:9])[C:4]=1[Cl:8]. The yield is 1.00. (5) The reactants are CC[O-].[Na+].[CH2:5]([O:7][C:8](=[O:25])[C:9]([O:12][C:13]1[CH:18]=[CH:17][C:16]([S:19][C:20](=O)N(C)C)=[CH:15][CH:14]=1)([CH3:11])[CH3:10])[CH3:6].[CH3:26][C:27]1[O:31][C:30]([C:32]2[CH:37]=[CH:36][CH:35]=[CH:34][CH:33]=2)=[N:29][C:28]=1[CH2:38]COS(C1C=CC(C)=CC=1)(=O)=O. No catalyst specified. The product is [CH2:5]([O:7][C:8](=[O:25])[C:9]([CH3:10])([O:12][C:13]1[CH:14]=[CH:15][C:16]([S:19][CH2:20][CH2:38][C:28]2[N:29]=[C:30]([C:32]3[CH:37]=[CH:36][CH:35]=[CH:34][CH:33]=3)[O:31][C:27]=2[CH3:26])=[CH:17][CH:18]=1)[CH3:11])[CH3:6]. The yield is 0.170.